This data is from Forward reaction prediction with 1.9M reactions from USPTO patents (1976-2016). The task is: Predict the product of the given reaction. (1) Given the reactants Cl[C:2]1[CH:3]=[C:4]([C:14]([NH:16][CH2:17][C:18]2[C:19](=[O:26])[NH:20][C:21]([CH3:25])=[CH:22][C:23]=2[CH3:24])=[O:15])[C:5]2[CH:10]=[N:9][N:8]([CH:11]([CH3:13])[CH3:12])[C:6]=2[N:7]=1.[CH3:27][NH:28][CH3:29], predict the reaction product. The product is: [CH3:27][N:28]([CH3:29])[C:2]1[CH:3]=[C:4]([C:14]([NH:16][CH2:17][C:18]2[C:19](=[O:26])[NH:20][C:21]([CH3:25])=[CH:22][C:23]=2[CH3:24])=[O:15])[C:5]2[CH:10]=[N:9][N:8]([CH:11]([CH3:13])[CH3:12])[C:6]=2[N:7]=1. (2) Given the reactants [Br:1][C:2]1[CH:9]=[C:8](F)[C:5]([C:6]#[N:7])=[C:4]([F:11])[CH:3]=1.[CH3:12][O-:13].[Na+], predict the reaction product. The product is: [Br:1][C:2]1[CH:9]=[C:8]([O:13][CH3:12])[C:5]([C:6]#[N:7])=[C:4]([F:11])[CH:3]=1. (3) Given the reactants CC1(C)[O:6][C@@H:5]([CH2:7][NH:8][C:9]2[CH:21]=[C:20]3[C:12]([C:13]4[C:14]([C:25]5[CH:30]=[CH:29][CH:28]=[C:27]([N:31]6[CH2:39][C:38]7[C:33](=[CH:34][CH:35]=[CH:36][CH:37]=7)[C:32]6=[O:40])[C:26]=5[CH3:41])=[CH:15][CH:16]=[C:17]([C:22]([NH2:24])=[O:23])[C:18]=4[NH:19]3)=[CH:11][CH:10]=2)[CH2:4][O:3]1.Cl.[OH-].[Na+], predict the reaction product. The product is: [OH:6][CH:5]([CH2:4][OH:3])[CH2:7][NH:8][C:9]1[CH:21]=[C:20]2[C:12]([C:13]3[C:14]([C:25]4[CH:30]=[CH:29][CH:28]=[C:27]([N:31]5[CH2:39][C:38]6[C:33](=[CH:34][CH:35]=[CH:36][CH:37]=6)[C:32]5=[O:40])[C:26]=4[CH3:41])=[CH:15][CH:16]=[C:17]([C:22]([NH2:24])=[O:23])[C:18]=3[NH:19]2)=[CH:11][CH:10]=1. (4) Given the reactants [C:1]([C:3]1[CH:54]=[CH:53][C:6]([CH2:7][C:8]2[O:12][N:11]=[C:10]([C:13]3[CH:14]=[C:15]([CH:50]=[CH:51][CH:52]=3)[CH2:16][NH:17][C:18]([C@:20]34[CH2:46][CH2:45][C@@H:44]([C:47]([CH3:49])=[CH2:48])[CH:21]3[CH:22]3[C@@:35]([CH3:38])([CH2:36][CH2:37]4)[C@@:34]4([CH3:39])[CH:25]([C@:26]5([CH3:43])[CH:31]([CH2:32][CH2:33]4)[C:30]([CH3:41])([CH3:40])[C@@H:29]([OH:42])[CH2:28][CH2:27]5)[CH2:24][CH2:23]3)=[O:19])[N:9]=2)=[CH:5][CH:4]=1)#[N:2].[Si]([N:59]=[N+:60]=[N-:61])(C)(C)C, predict the reaction product. The product is: [N:2]1[NH:59][N:60]=[N:61][C:1]=1[C:3]1[CH:54]=[CH:53][C:6]([CH2:7][C:8]2[O:12][N:11]=[C:10]([C:13]3[CH:14]=[C:15]([CH:50]=[CH:51][CH:52]=3)[CH2:16][NH:17][C:18]([C@:20]34[CH2:46][CH2:45][C@@H:44]([C:47]([CH3:49])=[CH2:48])[CH:21]3[CH:22]3[C@@:35]([CH3:38])([CH2:36][CH2:37]4)[C@@:34]4([CH3:39])[CH:25]([C@:26]5([CH3:43])[CH:31]([CH2:32][CH2:33]4)[C:30]([CH3:41])([CH3:40])[C@@H:29]([OH:42])[CH2:28][CH2:27]5)[CH2:24][CH2:23]3)=[O:19])[N:9]=2)=[CH:5][CH:4]=1. (5) Given the reactants Cl.[NH2:2][C@H:3]1[CH2:8][CH2:7][CH2:6][N:5]([C:9]([C:11]2[S:12][C:13]([C:16]3[C:20]([CH3:21])=[C:19]([C:22]([F:25])([F:24])[F:23])[O:18][N:17]=3)=[CH:14][CH:15]=2)=[O:10])[CH2:4]1.C(N(CC)CC)C.[Cl:33][CH2:34][C:35](Cl)=[O:36], predict the reaction product. The product is: [Cl:33][CH2:34][C:35]([NH:2][C@H:3]1[CH2:8][CH2:7][CH2:6][N:5]([C:9]([C:11]2[S:12][C:13]([C:16]3[C:20]([CH3:21])=[C:19]([C:22]([F:25])([F:24])[F:23])[O:18][N:17]=3)=[CH:14][CH:15]=2)=[O:10])[CH2:4]1)=[O:36]. (6) Given the reactants [Si]([O:8][C:9]1[CH:16]=[CH:15][C:12]([C:13]#N)=[C:11]([F:17])[CH:10]=1)(C(C)(C)C)(C)C.[Mg].II.Br[CH:22]1[CH2:25][CH2:24][CH2:23]1.Cl.C1C[O:30]CC1, predict the reaction product. The product is: [CH:22]1([C:13]([C:12]2[CH:15]=[CH:16][C:9]([OH:8])=[CH:10][C:11]=2[F:17])=[O:30])[CH2:25][CH2:24][CH2:23]1.